Regression. Given two drug SMILES strings and cell line genomic features, predict the synergy score measuring deviation from expected non-interaction effect. From a dataset of NCI-60 drug combinations with 297,098 pairs across 59 cell lines. (1) Drug 1: CC1=CC=C(C=C1)C2=CC(=NN2C3=CC=C(C=C3)S(=O)(=O)N)C(F)(F)F. Drug 2: COC1=C2C(=CC3=C1OC=C3)C=CC(=O)O2. Cell line: SNB-75. Synergy scores: CSS=-0.584, Synergy_ZIP=0.399, Synergy_Bliss=1.40, Synergy_Loewe=-1.68, Synergy_HSA=-0.615. (2) Drug 1: CC1C(C(CC(O1)OC2CC(CC3=C2C(=C4C(=C3O)C(=O)C5=C(C4=O)C(=CC=C5)OC)O)(C(=O)C)O)N)O.Cl. Drug 2: CC1=C(N=C(N=C1N)C(CC(=O)N)NCC(C(=O)N)N)C(=O)NC(C(C2=CN=CN2)OC3C(C(C(C(O3)CO)O)O)OC4C(C(C(C(O4)CO)O)OC(=O)N)O)C(=O)NC(C)C(C(C)C(=O)NC(C(C)O)C(=O)NCCC5=NC(=CS5)C6=NC(=CS6)C(=O)NCCC[S+](C)C)O. Cell line: OVCAR-5. Synergy scores: CSS=20.1, Synergy_ZIP=-4.86, Synergy_Bliss=2.35, Synergy_Loewe=-4.72, Synergy_HSA=1.48. (3) Drug 1: CC1=C(C=C(C=C1)C(=O)NC2=CC(=CC(=C2)C(F)(F)F)N3C=C(N=C3)C)NC4=NC=CC(=N4)C5=CN=CC=C5. Drug 2: CN(C(=O)NC(C=O)C(C(C(CO)O)O)O)N=O. Cell line: KM12. Synergy scores: CSS=1.48, Synergy_ZIP=-1.46, Synergy_Bliss=0.130, Synergy_Loewe=-2.50, Synergy_HSA=-1.05.